Predict the reaction yield, written as a fraction of the theoretical maximum amount of product (1.0 means a 100% yield; for example, 0.34 means a 34% yield). From a dataset of Reaction yield outcomes from USPTO patents with 853,638 reactions. (1) The reactants are [O:1]1[C:5]2([CH2:10][CH2:9][C:8](=[O:11])[CH2:7][CH2:6]2)[O:4][CH2:3][CH2:2]1.[CH3:12][Li]. The catalyst is C1COCC1. The product is [CH3:12][C:8]1([OH:11])[CH2:7][CH2:6][C:5]2([O:4][CH2:3][CH2:2][O:1]2)[CH2:10][CH2:9]1. The yield is 0.800. (2) The reactants are [CH3:1][O:2][C:3](=[O:40])[NH:4][CH:5]([C:13]([N:15]1[CH2:19][CH2:18][CH2:17][CH:16]1[C:20]1[NH:21][C:22]([C:25]2[CH:30]=[CH:29][C:28](B3OC(C)(C)C(C)(C)O3)=[CH:27][CH:26]=2)=[CH:23][N:24]=1)=[O:14])[C:6]([S:9]([CH3:12])(=[O:11])=[O:10])([CH3:8])[CH3:7].[CH3:41][O:42][C:43](=[O:68])[NH:44][CH:45]([C:49]([N:51]1[CH2:55][CH2:54][CH2:53][CH:52]1[C:56]1[NH:57][C:58]([C:61]2[CH:66]=[CH:65][C:64](Br)=[CH:63][CH:62]=2)=[CH:59][N:60]=1)=[O:50])[CH:46]([CH3:48])[CH3:47].C([O-])(O)=O.[Na+]. The catalyst is C1C=CC([P]([Pd]([P](C2C=CC=CC=2)(C2C=CC=CC=2)C2C=CC=CC=2)([P](C2C=CC=CC=2)(C2C=CC=CC=2)C2C=CC=CC=2)[P](C2C=CC=CC=2)(C2C=CC=CC=2)C2C=CC=CC=2)(C2C=CC=CC=2)C2C=CC=CC=2)=CC=1.COCCOC.O. The product is [CH3:1][O:2][C:3](=[O:40])[NH:4][CH:5]([C:13]([N:15]1[CH2:19][CH2:18][CH2:17][CH:16]1[C:20]1[NH:21][C:22]([C:25]2[CH:30]=[CH:29][C:28]([C:64]3[CH:65]=[CH:66][C:61]([C:58]4[NH:57][C:56]([CH:52]5[CH2:53][CH2:54][CH2:55][N:51]5[C:49](=[O:50])[CH:45]([NH:44][C:43]([O:42][CH3:41])=[O:68])[CH:46]([CH3:48])[CH3:47])=[N:60][CH:59]=4)=[CH:62][CH:63]=3)=[CH:27][CH:26]=2)=[CH:23][N:24]=1)=[O:14])[C:6]([S:9]([CH3:12])(=[O:10])=[O:11])([CH3:7])[CH3:8]. The yield is 0.150.